Predict the reaction yield, written as a fraction of the theoretical maximum amount of product (1.0 means a 100% yield; for example, 0.34 means a 34% yield). From a dataset of Reaction yield outcomes from USPTO patents with 853,638 reactions. (1) The reactants are [F:1][C:2]1[CH:7]=[CH:6][C:5]([C@H:8]([CH2:19][CH:20]=O)[CH2:9][N:10]([CH3:18])[C:11](=[O:17])[O:12][C:13]([CH3:16])([CH3:15])[CH3:14])=[CH:4][CH:3]=1.[NH:22]1[CH2:25][CH:24]([N:26]2[CH2:31][CH2:30][O:29][CH2:28][CH2:27]2)[CH2:23]1.CCN(C(C)C)C(C)C.C(O[BH-](OC(=O)C)OC(=O)C)(=O)C.[Na+]. The catalyst is C(Cl)Cl. The product is [F:1][C:2]1[CH:3]=[CH:4][C:5]([C@H:8]([CH2:19][CH2:20][N:22]2[CH2:25][CH:24]([N:26]3[CH2:31][CH2:30][O:29][CH2:28][CH2:27]3)[CH2:23]2)[CH2:9][N:10]([CH3:18])[C:11](=[O:17])[O:12][C:13]([CH3:14])([CH3:15])[CH3:16])=[CH:6][CH:7]=1. The yield is 0.200. (2) The reactants are [N+:1]([C:4]1[CH:5]=[C:6]([CH:8]=[CH:9][CH:10]=1)[NH2:7])([O-:3])=[O:2].[N:11]([O-])=O.[Na+].[Cl:15][Sn]Cl.O. The catalyst is O.Cl. The product is [ClH:15].[N+:1]([C:4]1[CH:5]=[C:6]([NH:7][NH2:11])[CH:8]=[CH:9][CH:10]=1)([O-:3])=[O:2]. The yield is 0.730. (3) The reactants are [CH:1]([O:4][C:5]1[CH:6]=[C:7](/[CH:11]=[CH:12]/[CH2:13][C@H:14]([OH:16])[CH3:15])[CH:8]=[N:9][CH:10]=1)([CH3:3])[CH3:2].[C:17]1([CH3:27])[CH:22]=[CH:21][C:20]([S:23](Cl)(=[O:25])=[O:24])=[CH:19][CH:18]=1. The catalyst is N1C=CC=CC=1. The product is [C:17]1([CH3:27])[CH:22]=[CH:21][C:20]([S:23]([O:16][C@@H:14]([CH2:13]/[CH:12]=[CH:11]/[C:7]2[CH:8]=[N:9][CH:10]=[C:5]([O:4][CH:1]([CH3:3])[CH3:2])[CH:6]=2)[CH3:15])(=[O:25])=[O:24])=[CH:19][CH:18]=1. The yield is 0.815. (4) The product is [CH3:15][NH:16][CH2:13][C:6]1[C:7]2[CH:8]=[CH:9][CH:10]=[CH:11][C:12]=2[N:4]2[CH2:3][CH2:2][CH2:1][C:5]=12. The reactants are [CH2:1]1[C:5]2=[C:6]([CH:13]=O)[C:7]3[CH:8]=[CH:9][CH:10]=[CH:11][C:12]=3[N:4]2[CH2:3][CH2:2]1.[CH3:15][N:16]1C2C(=CC=CC=2)C(C)=C1C=O. The yield is 0.540. No catalyst specified. (5) The reactants are [CH3:1][O:2][CH2:3][C:4]([C:7]1[O:11][N:10]=[C:9]([NH2:12])[CH:8]=1)([CH3:6])[CH3:5].C(C1C=C(N[C:22](=[O:30])[O:23][C:24]2[CH:29]=[CH:28][CH:27]=[CH:26][CH:25]=2)ON=1)(C)C. No catalyst specified. The product is [CH3:1][O:2][CH2:3][C:4]([C:7]1[O:11][N:10]=[C:9]([NH:12][C:22](=[O:30])[O:23][C:24]2[CH:29]=[CH:28][CH:27]=[CH:26][CH:25]=2)[CH:8]=1)([CH3:6])[CH3:5]. The yield is 0.980. (6) The yield is 0.570. The catalyst is ClCCl. The reactants are [S:1]([O:8]S(C(F)(F)F)(=O)=O)([C:4]([F:7])([F:6])[F:5])(=[O:3])=[O:2].[OH:16][C:17]1[CH:24]=[C:23](O)[CH:22]=[CH:21][C:18]=1[CH:19]=[O:20].N1C=CC=CC=1. The product is [CH:19]([C:18]1[CH:21]=[CH:22][C:23]([O:8][S:1]([C:4]([F:7])([F:6])[F:5])(=[O:3])=[O:2])=[CH:24][C:17]=1[OH:16])=[O:20]. (7) The reactants are [NH2:1][C:2]1[C:7]([C:8]([OH:10])=O)=[CH:6][C:5]([Cl:11])=[N:4][CH:3]=1.CCN=C=NCCCN(C)C.C1C=CC2N(O)N=NC=2C=1.[Si:33]([O:40][CH2:41][CH2:42][CH2:43][NH2:44])([C:36]([CH3:39])([CH3:38])[CH3:37])([CH3:35])[CH3:34]. The catalyst is CN(C=O)C.CC(=O)OCC.O. The product is [NH2:1][C:2]1[C:7]([C:8]([NH:44][CH2:43][CH2:42][CH2:41][O:40][Si:33]([C:36]([CH3:39])([CH3:38])[CH3:37])([CH3:35])[CH3:34])=[O:10])=[CH:6][C:5]([Cl:11])=[N:4][CH:3]=1. The yield is 0.430. (8) The reactants are [F:1][C:2]1[CH:3]=[C:4]([C:9]2[CH:10]=[C:11]([CH3:19])[C:12]([CH3:18])=[C:13]([CH:17]=2)[C:14]([OH:16])=O)[CH:5]=[CH:6][C:7]=1[F:8].C(Cl)(C(Cl)=O)=O.CN(C=O)C.[NH2:31][C:32]1[C:33]([F:40])=[C:34]([OH:39])[CH:35]=[CH:36][C:37]=1[F:38].C([O-])(O)=O.[Na+]. The catalyst is C(Cl)Cl.C1COCC1.O. The product is [F:40][C:33]1[C:34]([OH:39])=[CH:35][CH:36]=[C:37]([F:38])[C:32]=1[NH:31][C:14](=[O:16])[C:13]1[CH:17]=[C:9]([C:4]2[CH:5]=[CH:6][C:7]([F:8])=[C:2]([F:1])[CH:3]=2)[CH:10]=[C:11]([CH3:19])[C:12]=1[CH3:18]. The yield is 0.190. (9) The reactants are C([O:3][C:4]([C:6]1[C:15](=[O:16])[C:14]2[C:9](=[CH:10][CH:11]=[CH:12][C:13]=2[OH:17])[NH:8][CH:7]=1)=[O:5])C. The catalyst is [OH-].[Na+]. The product is [OH:17][C:13]1[CH:12]=[CH:11][CH:10]=[C:9]2[C:14]=1[C:15](=[O:16])[C:6]([C:4]([OH:5])=[O:3])=[CH:7][NH:8]2. The yield is 0.870. (10) The product is [NH2:31][CH:26]([C:27]([F:28])([F:29])[F:30])[CH2:25][C:24]([NH:23][C:21]1[C:20]2[C:15](=[CH:16][CH:17]=[C:18]([CH3:43])[CH:19]=2)[N:14]=[C:13]([N:5]2[CH2:6][C:7]3[CH:12]=[CH:11][CH:10]=[CH:9][C:8]=3[S:2](=[O:44])(=[O:1])[CH2:3][CH2:4]2)[CH:22]=1)=[O:42]. The catalyst is C(O)C. The reactants are [O:1]=[S:2]1(=[O:44])[C:8]2[CH:9]=[CH:10][CH:11]=[CH:12][C:7]=2[CH2:6][N:5]([C:13]2[CH:22]=[C:21]([NH:23][C:24](=[O:42])[CH2:25][CH:26]([N:31]3C(=O)C4C(=CC=CC=4)C3=O)[C:27]([F:30])([F:29])[F:28])[C:20]3[C:15](=[CH:16][CH:17]=[C:18]([CH3:43])[CH:19]=3)[N:14]=2)[CH2:4][CH2:3]1.CN. The yield is 0.800.